From a dataset of Reaction yield outcomes from USPTO patents with 853,638 reactions. Predict the reaction yield, written as a fraction of the theoretical maximum amount of product (1.0 means a 100% yield; for example, 0.34 means a 34% yield). (1) The reactants are [C:1]([O:4][C:5]1[C:6]([CH:24]2[CH2:29][CH2:28][CH2:27][CH:26]=[CH:25]2)=[C:7]([O:20][C:21](=[O:23])[CH3:22])[CH:8]=[C:9]([C:11]([CH3:19])([CH3:18])[CH2:12][CH2:13][CH2:14][CH2:15][CH2:16][CH3:17])[CH:10]=1)(=[O:3])[CH3:2].ClC1C=CC=C(C(OO)=[O:38])C=1. The catalyst is C(Cl)(Cl)Cl. The product is [C:21]([O:20][C:7]1[C:6]([CH:24]2[CH2:29][CH2:28][CH2:27][CH:26]3[CH:25]2[O:38]3)=[C:5]([O:4][C:1](=[O:3])[CH3:2])[CH:10]=[C:9]([C:11]([CH3:18])([CH3:19])[CH2:12][CH2:13][CH2:14][CH2:15][CH2:16][CH3:17])[CH:8]=1)(=[O:23])[CH3:22]. The yield is 0.590. (2) The reactants are Cl[C:2]1[S:3][C:4]([CH:7]=[O:8])=[CH:5][N:6]=1.[NH:9]1[CH2:14][CH2:13][NH:12][CH2:11][CH2:10]1.[OH-].[Li+]. The catalyst is O1CCCC1. The product is [N:9]1([C:2]2[S:3][C:4]([CH:7]=[O:8])=[CH:5][N:6]=2)[CH2:14][CH2:13][NH:12][CH2:11][CH2:10]1. The yield is 0.380. (3) The reactants are CN(C)C=O.[CH3:6][N:7]([C:22]1[CH:32]=[CH:31][C:25]([C:26]([O:28][CH2:29][CH3:30])=[O:27])=[CH:24][CH:23]=1)[C:8]1[S:9][CH:10]=[C:11]([C:13]2[CH:18]=[CH:17][C:16]([N+:19]([O-])=O)=[CH:15][CH:14]=2)[N:12]=1.S(S([O-])=O)([O-])=O.[Na+].[Na+].C(N(CC)CC)C. The catalyst is O. The product is [NH2:19][C:16]1[CH:15]=[CH:14][C:13]([C:11]2[N:12]=[C:8]([N:7]([C:22]3[CH:23]=[CH:24][C:25]([C:26]([O:28][CH2:29][CH3:30])=[O:27])=[CH:31][CH:32]=3)[CH3:6])[S:9][CH:10]=2)=[CH:18][CH:17]=1. The yield is 0.630. (4) The product is [CH3:6][C:2]([C:7]1[CH:8]=[CH:9][C:10]([OH:13])=[CH:11][CH:12]=1)([CH3:1])[C:3]([OH:5])=[O:4]. The yield is 0.820. The catalyst is N1C=CC=CC=1. The reactants are [CH3:1][C:2]([C:7]1[CH:12]=[CH:11][C:10]([O:13]C)=[CH:9][CH:8]=1)([CH3:6])[C:3]([OH:5])=[O:4].Cl.[OH-].[Na+]. (5) The reactants are Br[CH2:2][C:3]([O:5][C@H:6]([C:17]1[CH:22]=[CH:21][C:20]([O:23][CH:24]([F:26])[F:25])=[C:19]([O:27][CH2:28][CH:29]2[CH2:31][CH2:30]2)[CH:18]=1)[CH2:7][C:8]1[C:13]([Cl:14])=[CH:12][N+:11]([O-:15])=[CH:10][C:9]=1[Cl:16])=[O:4].C([O-])([O-])=O.[K+].[K+].[CH3:38][C:39]1([CH3:50])[C:43]2[CH:44]=[CH:45][CH:46]=[CH:47][C:42]=2[S:41](=[O:49])(=[O:48])[NH:40]1. The catalyst is CN(C=O)C. The product is [Cl:16][C:9]1[CH:10]=[N+:11]([O-:15])[CH:12]=[C:13]([Cl:14])[C:8]=1[CH2:7][C@@H:6]([C:17]1[CH:22]=[CH:21][C:20]([O:23][CH:24]([F:26])[F:25])=[C:19]([O:27][CH2:28][CH:29]2[CH2:31][CH2:30]2)[CH:18]=1)[O:5][C:3](=[O:4])[CH2:2][N:40]1[C:39]([CH3:50])([CH3:38])[C:43]2[CH:44]=[CH:45][CH:46]=[CH:47][C:42]=2[S:41]1(=[O:48])=[O:49]. The yield is 0.850. (6) The reactants are [Cl:1][C:2]1[CH:10]=[CH:9][C:8]2[NH:7][C:6]3[CH2:11][CH2:12][N:13]([C:16]([O:18][C:19]([CH3:22])([CH3:21])[CH3:20])=[O:17])[CH2:14][CH2:15][C:5]=3[C:4]=2[C:3]=1[Cl:23].[H-].[Na+].Br[CH2:27][CH2:28][O:29][C:30]1[CH:35]=[CH:34][CH:33]=[CH:32][CH:31]=1. The catalyst is CN(C=O)C. The product is [Cl:1][C:2]1[CH:10]=[CH:9][C:8]2[N:7]([CH2:27][CH2:28][O:29][C:30]3[CH:35]=[CH:34][CH:33]=[CH:32][CH:31]=3)[C:6]3[CH2:11][CH2:12][N:13]([C:16]([O:18][C:19]([CH3:20])([CH3:22])[CH3:21])=[O:17])[CH2:14][CH2:15][C:5]=3[C:4]=2[C:3]=1[Cl:23]. The yield is 0.130. (7) The yield is 0.300. The reactants are [Br:1][C:2]1[CH:3]=[C:4]2[C:9](=[CH:10][C:11]=1[Cl:12])[N:8]=[C:7]([CH3:13])[N:6]=[C:5]2Cl.[N:15]1([C:25]([O:27][C:28]([CH3:31])([CH3:30])[CH3:29])=[O:26])[CH2:20][CH2:19][NH:18][CH2:17][CH:16]1[C:21]([O:23][CH3:24])=[O:22].CCN(C(C)C)C(C)C. The product is [Br:1][C:2]1[CH:3]=[C:4]2[C:9](=[CH:10][C:11]=1[Cl:12])[N:8]=[C:7]([CH3:13])[N:6]=[C:5]2[N:18]1[CH2:19][CH2:20][N:15]([C:25]([O:27][C:28]([CH3:29])([CH3:30])[CH3:31])=[O:26])[CH:16]([C:21]([O:23][CH3:24])=[O:22])[CH2:17]1. The catalyst is O1CCOCC1.